This data is from Experimental lipophilicity measurements (octanol/water distribution) for 4,200 compounds from AstraZeneca. The task is: Regression/Classification. Given a drug SMILES string, predict its absorption, distribution, metabolism, or excretion properties. Task type varies by dataset: regression for continuous measurements (e.g., permeability, clearance, half-life) or binary classification for categorical outcomes (e.g., BBB penetration, CYP inhibition). For this dataset (lipophilicity_astrazeneca), we predict Y. (1) The compound is CC[C@H](NC(=O)c1c([S+](C)[O-])c(-c2ccccc2)nc2cc(Cl)ccc12)c1ccccc1. The Y is 3.07 logD. (2) The molecule is CSCCC(NC(=O)c1ccccc1)c1nc2ccccc2n1Cc1ccc(C#N)cc1. The Y is 4.24 logD. (3) The compound is Nc1nc(N)c(C(=O)Nc2ccccn2)nc1Cl. The Y is 2.67 logD.